This data is from Reaction yield outcomes from USPTO patents with 853,638 reactions. The task is: Predict the reaction yield, written as a fraction of the theoretical maximum amount of product (1.0 means a 100% yield; for example, 0.34 means a 34% yield). The reactants are [NH:1]1[C:9]2[C:4](=[CH:5][CH:6]=[CH:7][CH:8]=2)[CH:3]=[C:2]1[C:10]([OH:12])=O.F[P-](F)(F)(F)(F)F.[N:20]1([O:29][C:30](N(C)C)=[N+](C)C)[C:24]2C=CC=CC=2N=N1.C(N(CC)CC)C.Cl.CNOC. The catalyst is CN(C)C=O. The product is [CH3:30][O:29][N:20]([CH3:24])[C:10]([C:2]1[NH:1][C:9]2[C:4]([CH:3]=1)=[CH:5][CH:6]=[CH:7][CH:8]=2)=[O:12]. The yield is 0.850.